From a dataset of Catalyst prediction with 721,799 reactions and 888 catalyst types from USPTO. Predict which catalyst facilitates the given reaction. Reactant: Cl[C:2]1[C:7]([C:8]([NH:10][C:11]2[CH:16]=[CH:15][C:14]([N:17]([CH2:25][CH2:26][C:27]3[CH:32]=[CH:31][CH:30]=[CH:29][N:28]=3)[C:18](=[O:24])[O:19][C:20]([CH3:23])([CH3:22])[CH3:21])=[CH:13][CH:12]=2)=[O:9])=[CH:6][CH:5]=[C:4]([CH3:33])[N:3]=1.[NH:34]1[CH2:39][CH2:38][CH2:37][CH2:36][CH2:35]1.C(OCC)(=O)C.O. Product: [CH3:33][C:4]1[N:3]=[C:2]([N:34]2[CH2:39][CH2:38][CH2:37][CH2:36][CH2:35]2)[C:7]([C:8]([NH:10][C:11]2[CH:16]=[CH:15][C:14]([N:17]([CH2:25][CH2:26][C:27]3[CH:32]=[CH:31][CH:30]=[CH:29][N:28]=3)[C:18](=[O:24])[O:19][C:20]([CH3:21])([CH3:22])[CH3:23])=[CH:13][CH:12]=2)=[O:9])=[CH:6][CH:5]=1. The catalyst class is: 7.